This data is from Reaction yield outcomes from USPTO patents with 853,638 reactions. The task is: Predict the reaction yield, written as a fraction of the theoretical maximum amount of product (1.0 means a 100% yield; for example, 0.34 means a 34% yield). (1) The reactants are [O:1]1[CH2:4][CH:3]([CH:5]2[C:14]3[C:9](=[CH:10][CH:11]=[CH:12][CH:13]=3)[N:8]([CH2:15][CH2:16][NH2:17])[CH2:7][CH2:6]2)[CH2:2]1.C=O.[C:20](O)(C(F)(F)F)=O.[OH-].[Na+]. The catalyst is C(O)C. The product is [O:1]1[CH2:4][CH:3]([CH:5]2[C:14]3[C:9]4=[C:10]([CH2:20][NH:17][CH2:16][CH2:15][N:8]4[CH2:7][CH2:6]2)[CH:11]=[CH:12][CH:13]=3)[CH2:2]1. The yield is 0.0350. (2) The yield is 0.360. The product is [Cl:10][C:3]1[C:2]([OH:1])=[CH:9][C:6]([C:7]#[N:8])=[CH:5][N:4]=1. The catalyst is C(#N)C. The reactants are [OH:1][C:2]1[CH:3]=[N:4][CH:5]=[C:6]([CH:9]=1)[C:7]#[N:8].[Cl:10]N1C(=O)CCC1=O. (3) The product is [Br:1][C:2]1[CH:3]=[C:4]2[C:10]([C:33]3[CH:32]=[CH:31][C:30]([CH2:29][N:26]4[CH2:27][CH2:28][N:23]([CH3:22])[CH2:24][CH2:25]4)=[CH:35][CH:34]=3)=[CH:9][N:8]([S:12]([C:15]3[CH:20]=[CH:19][C:18]([CH3:21])=[CH:17][CH:16]=3)(=[O:14])=[O:13])[C:5]2=[N:6][CH:7]=1. The yield is 1.04. The catalyst is CC#N.Cl[Pd](Cl)([P](C1C=CC=CC=1)(C1C=CC=CC=1)C1C=CC=CC=1)[P](C1C=CC=CC=1)(C1C=CC=CC=1)C1C=CC=CC=1. The reactants are [Br:1][C:2]1[CH:3]=[C:4]2[C:10](I)=[CH:9][N:8]([S:12]([C:15]3[CH:20]=[CH:19][C:18]([CH3:21])=[CH:17][CH:16]=3)(=[O:14])=[O:13])[C:5]2=[N:6][CH:7]=1.[CH3:22][N:23]1[CH2:28][CH2:27][N:26]([CH2:29][C:30]2[CH:35]=[CH:34][C:33](B3OC(C)(C)C(C)(C)O3)=[CH:32][CH:31]=2)[CH2:25][CH2:24]1.C([O-])([O-])=O.[Na+].[Na+].CCOC(C)=O. (4) The reactants are [C:1]([C:3]1[CH:10]=[CH:9][C:6]([CH:7]=O)=[CH:5][CH:4]=1)#[N:2].Cl.[NH2:12][CH2:13][CH2:14][SH:15].C(Cl)(Cl)Cl. The catalyst is C(O)C.O. The product is [S:15]1[CH2:14][CH2:13][NH:12][CH:7]1[C:6]1[CH:9]=[CH:10][C:3]([C:1]#[N:2])=[CH:4][CH:5]=1. The yield is 0.670. (5) The reactants are C[O:2][C:3](=[O:37])[CH:4]([CH2:13][C:14](=[O:36])[NH:15][O:16][C:17]([C:30]1[CH:35]=[CH:34][CH:33]=[CH:32][CH:31]=1)([C:24]1[CH:29]=[CH:28][CH:27]=[CH:26][CH:25]=1)[C:18]1[CH:23]=[CH:22][CH:21]=[CH:20][CH:19]=1)[CH2:5][C:6]([O:8][C:9]([CH3:12])([CH3:11])[CH3:10])=[O:7].[OH-].[Na+]. The catalyst is CO.O. The product is [C:9]([O:8][C:6](=[O:7])[CH2:5][CH:4]([CH2:13][C:14](=[O:36])[NH:15][O:16][C:17]([C:30]1[CH:35]=[CH:34][CH:33]=[CH:32][CH:31]=1)([C:18]1[CH:19]=[CH:20][CH:21]=[CH:22][CH:23]=1)[C:24]1[CH:29]=[CH:28][CH:27]=[CH:26][CH:25]=1)[C:3]([OH:37])=[O:2])([CH3:12])([CH3:10])[CH3:11]. The yield is 1.00.